From a dataset of Forward reaction prediction with 1.9M reactions from USPTO patents (1976-2016). Predict the product of the given reaction. (1) Given the reactants [Cl:1][C:2]1[CH:7]=[C:6]([Cl:8])[CH:5]=[CH:4][C:3]=1[CH:9]([CH3:27])[CH:10]([C:12]1[CH:13]=[C:14]2[C:18](=[CH:19][CH:20]=1)[N:17]([C:21]1[CH:26]=[CH:25][CH:24]=[CH:23][CH:22]=1)[N:16]=[CH:15]2)[OH:11].C[N+]1([O-])CCOCC1, predict the reaction product. The product is: [Cl:1][C:2]1[CH:7]=[C:6]([Cl:8])[CH:5]=[CH:4][C:3]=1[CH:9]([CH3:27])[C:10]([C:12]1[CH:13]=[C:14]2[C:18](=[CH:19][CH:20]=1)[N:17]([C:21]1[CH:26]=[CH:25][CH:24]=[CH:23][CH:22]=1)[N:16]=[CH:15]2)=[O:11]. (2) The product is: [CH3:1][N:2]1[CH:6]=[CH:5][C:4]([NH:7][C:8]([C:10]2[C:15]([NH:18][C:19]3[N:23]([CH3:24])[N:22]=[CH:21][CH:20]=3)=[CH:14][CH:13]=[C:12]([CH3:17])[N:11]=2)=[O:9])=[N:3]1. Given the reactants [CH3:1][N:2]1[CH:6]=[CH:5][C:4]([NH:7][C:8]([C:10]2[C:15](Br)=[CH:14][CH:13]=[C:12]([CH3:17])[N:11]=2)=[O:9])=[N:3]1.[NH2:18][C:19]1[N:23]([CH3:24])[N:22]=[CH:21][CH:20]=1, predict the reaction product. (3) Given the reactants C(OC([N:8]1[CH2:16][C:15]2[C:10](=[CH:11][CH:12]=[C:13]([O:17][CH2:18][C:19]([F:22])([F:21])[F:20])[CH:14]=2)[CH2:9]1)=O)(C)(C)C.[F:23][C:24]([F:29])([F:28])[C:25]([OH:27])=[O:26], predict the reaction product. The product is: [F:23][C:24]([F:29])([F:28])[C:25]([OH:27])=[O:26].[F:22][C:19]([F:20])([F:21])[CH2:18][O:17][C:13]1[CH:14]=[C:15]2[C:10](=[CH:11][CH:12]=1)[CH2:9][NH:8][CH2:16]2. (4) The product is: [Cl:1][C:2]1[CH:3]=[C:4]([NH:5][C:11]2[CH:12]=[C:13]([CH2:17][C:18]([OH:20])=[O:19])[CH:14]=[CH:15][CH:16]=2)[CH:6]=[C:7]([Cl:9])[CH:8]=1. Given the reactants [Cl:1][C:2]1[CH:3]=[C:4]([CH:6]=[C:7]([Cl:9])[CH:8]=1)[NH2:5].Br[C:11]1[CH:12]=[C:13]([CH2:17][C:18]([OH:20])=[O:19])[CH:14]=[CH:15][CH:16]=1.C([O-])([O-])=O.[K+].[K+].Cl, predict the reaction product. (5) Given the reactants [N+:1]([C:4]1[C:13]2[CH2:12][CH2:11][CH2:10][CH2:9][C:8]=2[CH:7]=[CH:6][C:5]=1[NH:14][C:15](=O)C)([O-:3])=[O:2].Cl.IC, predict the reaction product. The product is: [CH3:15][NH:14][C:5]1[CH:6]=[CH:7][C:8]2[CH2:9][CH2:10][CH2:11][CH2:12][C:13]=2[C:4]=1[N+:1]([O-:3])=[O:2].